Dataset: Forward reaction prediction with 1.9M reactions from USPTO patents (1976-2016). Task: Predict the product of the given reaction. Given the reactants [NH2:1][C:2]1[CH:3]=[C:4]([CH:9]=[CH:10][C:11]=1[CH:12]=[O:13])[C:5]([O:7][CH3:8])=[O:6].Cl[C:15]([O:17][CH2:18][CH3:19])=[O:16].C([O-])([O-])=O.[Na+].[Na+], predict the reaction product. The product is: [CH2:18]([O:17][C:15]([NH:1][C:2]1[CH:3]=[C:4]([CH:9]=[CH:10][C:11]=1[CH:12]=[O:13])[C:5]([O:7][CH3:8])=[O:6])=[O:16])[CH3:19].